This data is from Forward reaction prediction with 1.9M reactions from USPTO patents (1976-2016). The task is: Predict the product of the given reaction. (1) Given the reactants [CH3:1][O:2][C:3]1[CH:4]=[C:5]([N:9]2[CH:13]=[C:12]([CH:14]=[O:15])[C:11]([C:16]3[CH:21]=[CH:20][CH:19]=[CH:18][C:17]=3[N+:22]([O-:24])=[O:23])=[N:10]2)[CH:6]=[CH:7][CH:8]=1.O.[Mn]([O-])(=O)(=O)=[O:27].[K+], predict the reaction product. The product is: [CH3:1][O:2][C:3]1[CH:4]=[C:5]([N:9]2[CH:13]=[C:12]([C:14]([OH:27])=[O:15])[C:11]([C:16]3[CH:21]=[CH:20][CH:19]=[CH:18][C:17]=3[N+:22]([O-:24])=[O:23])=[N:10]2)[CH:6]=[CH:7][CH:8]=1. (2) Given the reactants Cl.[NH2:2][C@H:3]1[CH2:9][C:8]2[CH:10]=[CH:11][CH:12]=[CH:13][C:7]=2[CH2:6][NH:5][C:4]1=[O:14].[Cl:15][C:16]1[CH:17]=[C:18]2[C:22](=[CH:23][CH:24]=1)[NH:21][C:20]([C:25](O)=[O:26])=[CH:19]2.ON1C2N=CC=CC=2N=N1.Cl.CN(C)CCCN=C=NCC.C(N(C(C)C)CC)(C)C, predict the reaction product. The product is: [Cl:15][C:16]1[CH:17]=[C:18]2[C:22](=[CH:23][CH:24]=1)[NH:21][C:20]([C:25]([NH:2][C@H:3]1[CH2:9][C:8]3[CH:10]=[CH:11][CH:12]=[CH:13][C:7]=3[CH2:6][NH:5][C:4]1=[O:14])=[O:26])=[CH:19]2. (3) Given the reactants Br[C:2]1[CH:7]=[CH:6][C:5]([C:8]2[CH:25]=[CH:24][C:23]3[C:22]4[C:17](=[CH:18][CH:19]=[CH:20][CH:21]=4)[C:16]4[C:11](=[CH:12][CH:13]=[CH:14][CH:15]=4)[C:10]=3[CH:9]=2)=[CH:4][CH:3]=1.C(=O)([O-])[O-].[K+].[K+].[C:32]1([CH3:38])[CH:37]=[CH:36][CH:35]=[CH:34][CH:33]=1, predict the reaction product. The product is: [C:32]1([C:38]([C:2]2[CH:7]=[CH:6][C:5]([C:8]3[CH:25]=[CH:24][C:23]4[C:22]5[C:17](=[CH:18][CH:19]=[CH:20][CH:21]=5)[C:16]5[C:11](=[CH:12][CH:13]=[CH:14][CH:15]=5)[C:10]=4[CH:9]=3)=[CH:4][CH:3]=2)=[C:38]([C:2]2[CH:7]=[CH:6][CH:5]=[CH:4][CH:3]=2)[C:32]2[CH:37]=[CH:36][CH:35]=[CH:34][CH:33]=2)[CH:37]=[CH:36][CH:35]=[CH:34][CH:33]=1. (4) Given the reactants [Br:1][C:2]1[C:3]([CH3:11])=[N+:4]([O-])[C:5]([Cl:9])=[CH:6][C:7]=1[CH3:8].FC(F)(F)C(OC(=O)C(F)(F)F)=[O:15].C([O-])([O-])=O.[K+].[K+], predict the reaction product. The product is: [Br:1][C:2]1[C:3]([CH2:11][OH:15])=[N:4][C:5]([Cl:9])=[CH:6][C:7]=1[CH3:8]. (5) Given the reactants [C:1]([C:3]1[CH:8]=[CH:7][CH:6]=[CH:5][C:4]=1[C:9]1[CH:14]=[CH:13][C:12]([CH2:15][CH:16]([C:22](=O)[CH2:23][CH2:24][CH3:25])[C:17](OCC)=[O:18])=[CH:11][CH:10]=1)#[N:2].[CH3:27][C:28]1[CH:29]=[N:30][NH:31][C:32]=1[NH:33][CH:34]1[CH2:39][CH2:38][O:37][CH2:36][CH2:35]1.N12CCCN=C1CCCCC2.C(N(CC)C1C=CC=CC=1)C, predict the reaction product. The product is: [CH3:27][C:28]1[CH:29]=[N:30][N:31]2[C:22]([CH2:23][CH2:24][CH3:25])=[C:16]([CH2:15][C:12]3[CH:13]=[CH:14][C:9]([C:4]4[C:3]([C:1]#[N:2])=[CH:8][CH:7]=[CH:6][CH:5]=4)=[CH:10][CH:11]=3)[C:17](=[O:18])[N:33]([CH:34]3[CH2:39][CH2:38][O:37][CH2:36][CH2:35]3)[C:32]=12.